From a dataset of Forward reaction prediction with 1.9M reactions from USPTO patents (1976-2016). Predict the product of the given reaction. (1) The product is: [Br:11][C:8]1[CH:7]=[C:6]([C:4](=[O:5])[CH2:13][CH3:14])[O:10][N:9]=1. Given the reactants CON(C)[C:4]([C:6]1[O:10][N:9]=[C:8]([Br:11])[CH:7]=1)=[O:5].[CH2:13]([Mg]Br)[CH3:14].[NH4+].[Cl-], predict the reaction product. (2) Given the reactants [F:1][C:2]1[CH:15]=[CH:14][C:13]([N+:16]([O-])=O)=[CH:12][C:3]=1[CH2:4][N:5]1[CH2:10][CH2:9][N:8]([CH3:11])[CH2:7][CH2:6]1.[NH4+].[Cl-], predict the reaction product. The product is: [F:1][C:2]1[CH:15]=[CH:14][C:13]([NH2:16])=[CH:12][C:3]=1[CH2:4][N:5]1[CH2:10][CH2:9][N:8]([CH3:11])[CH2:7][CH2:6]1.